This data is from Reaction yield outcomes from USPTO patents with 853,638 reactions. The task is: Predict the reaction yield, written as a fraction of the theoretical maximum amount of product (1.0 means a 100% yield; for example, 0.34 means a 34% yield). (1) The reactants are [CH3:1][N:2]1[CH2:7][CH2:6][N:5]([CH2:8][C:9]2[CH:10]=C([CH:14]=[C:15]([C:17]([F:20])([F:19])[F:18])[CH:16]=2)C#N)[CH2:4][CH2:3]1.[OH-:21].[Na+].[O:23]1[CH2:28][CH2:27]OCC1. The catalyst is O. The product is [CH3:1][N:2]1[CH2:7][CH2:6][N:5]([CH2:8][C:9]2[CH:10]=[C:27]([CH:14]=[C:15]([C:17]([F:20])([F:19])[F:18])[CH:16]=2)[C:28]([OH:23])=[O:21])[CH2:4][CH2:3]1. The yield is 0.830. (2) The reactants are OO.C(OC(C(F)(F)F)=O)(C(F)(F)F)=[O:4].[CH2:16]([NH:18][C:19]1[N:20]=[N+:21]([O-:34])[C:22]2[C:31]([N:32]=1)=[CH:30][C:29]1[CH2:28][N:27]([CH3:33])[CH2:26][CH2:25][C:24]=1[CH:23]=2)[CH3:17].C(O)(C(F)(F)F)=O. The catalyst is C(Cl)Cl.N. The product is [CH2:16]([NH:18][C:19]1[N:20]=[N+:21]([O-:34])[C:22]2[C:31]([N+:32]=1[O-:4])=[CH:30][C:29]1[CH2:28][N:27]([CH3:33])[CH2:26][CH2:25][C:24]=1[CH:23]=2)[CH3:17]. The yield is 0.0800. (3) The reactants are [C:1]([O:5][C:6](=[O:22])[N:7]([CH2:11][CH2:12][C:13]1[CH:18]=[CH:17][C:16]([Cl:19])=[C:15]([CH:20]=O)[CH:14]=1)[CH:8]1[CH2:10][CH2:9]1)([CH3:4])([CH3:3])[CH3:2].[CH:23]1([NH2:26])[CH2:25][CH2:24]1.[BH4-].[Na+]. The catalyst is CO. The product is [C:1]([O:5][C:6](=[O:22])[N:7]([CH2:11][CH2:12][C:13]1[CH:18]=[CH:17][C:16]([Cl:19])=[C:15]([CH2:20][NH:26][CH:23]2[CH2:25][CH2:24]2)[CH:14]=1)[CH:8]1[CH2:10][CH2:9]1)([CH3:4])([CH3:3])[CH3:2]. The yield is 0.590. (4) The reactants are [CH2:1]([N:8]1[C:12]2[N:13]=[C:14](Cl)[CH:15]=[C:16]([C:17]([O:19][CH2:20][C:21]3[CH:26]=[CH:25][CH:24]=[CH:23][CH:22]=3)=[O:18])[C:11]=2[CH:10]=[N:9]1)[C:2]1[CH:7]=[CH:6][CH:5]=[CH:4][CH:3]=1.[F:28][C:29]1(C(OC)=O)[CH:34]=[CH:33][CH:32]=[C:31](B(O)O)[CH2:30]1.[C:42](=[O:45])([O-])[O-:43].[Cs+].[Cs+].[CH3:48]N(C=O)C. The catalyst is C1C=CC([P]([Pd]([P](C2C=CC=CC=2)(C2C=CC=CC=2)C2C=CC=CC=2)([P](C2C=CC=CC=2)(C2C=CC=CC=2)C2C=CC=CC=2)[P](C2C=CC=CC=2)(C2C=CC=CC=2)C2C=CC=CC=2)(C2C=CC=CC=2)C2C=CC=CC=2)=CC=1. The product is [CH2:1]([N:8]1[C:12]2[N:13]=[C:14]([C:32]3[CH:33]=[CH:34][C:29]([F:28])=[C:30]([C:42]([O:43][CH3:48])=[O:45])[CH:31]=3)[CH:15]=[C:16]([C:17]([O:19][CH2:20][C:21]3[CH:26]=[CH:25][CH:24]=[CH:23][CH:22]=3)=[O:18])[C:11]=2[CH:10]=[N:9]1)[C:2]1[CH:7]=[CH:6][CH:5]=[CH:4][CH:3]=1. The yield is 0.620. (5) The reactants are [OH:1][C:2]1[CH:7]=[CH:6][C:5](/[CH:8]=[CH:9]/[C:10]([OH:12])=[O:11])=[CH:4][CH:3]=1.[CH3:13][C:14]1[CH:18]=[C:17]([CH3:19])[O:16][N:15]=1. The catalyst is O. The product is [CH3:13][C:14]1[C:18]([CH:8]([C:5]2[CH:4]=[CH:3][C:2]([OH:1])=[CH:7][CH:6]=2)[CH2:9][C:10]([OH:12])=[O:11])=[C:17]([CH3:19])[O:16][N:15]=1. The yield is 0.210. (6) The reactants are [NH2:1][C:2]1[S:3][C:4]2[CH:10]=[C:9]([S:11]([CH3:14])(=[O:13])=[O:12])[CH:8]=[CH:7][C:5]=2[N:6]=1.N1C=CC=CC=1.Cl[C:22]([O:24][C:25]1[CH:30]=[CH:29][C:28]([F:31])=[CH:27][CH:26]=1)=[O:23]. The catalyst is C(Cl)Cl. The product is [CH3:14][S:11]([C:9]1[CH:8]=[CH:7][C:5]2[N:6]=[C:2]([NH:1][C:22](=[O:23])[O:24][C:25]3[CH:30]=[CH:29][C:28]([F:31])=[CH:27][CH:26]=3)[S:3][C:4]=2[CH:10]=1)(=[O:13])=[O:12]. The yield is 0.860. (7) The reactants are [OH:1][C:2]1[CH:7]=[C:6]([C:8](=[O:10])[CH3:9])[CH:5]=[CH:4][C:3]=1[C:11]1[CH:16]=[CH:15][C:14]([C:17](=[O:19])[CH3:18])=[CH:13][C:12]=1[OH:20].[OH-].[Na+].[CH3:23][C:24]([CH3:49])([CH2:37]C1C=C(C)C=CC=1S([O-])(=O)=O)[CH2:25]C1C=C(C)C=CC=1S([O-])(=O)=O. The catalyst is CN(C=O)C. The product is [CH3:23][C:24]1([CH3:49])[CH2:37][O:20][C:12]2[CH:13]=[C:14]([C:17](=[O:19])[CH3:18])[CH:15]=[CH:16][C:11]=2[C:3]2[CH:4]=[CH:5][C:6]([C:8](=[O:10])[CH3:9])=[CH:7][C:2]=2[O:1][CH2:25]1. The yield is 0.320.